This data is from Catalyst prediction with 721,799 reactions and 888 catalyst types from USPTO. The task is: Predict which catalyst facilitates the given reaction. (1) Reactant: [F:1][C:2]1[CH:7]=[CH:6][C:5]([O:8][CH3:9])=[CH:4][C:3]=1[C:10]1[CH:15]=[CH:14][C:13]([OH:16])=[CH:12][C:11]=1[CH2:17][C:18]([CH3:21])([CH3:20])[CH3:19].O[CH2:23][C:24]1[CH:29]=[C:28]([CH2:30][CH2:31][C:32]([O:34][CH2:35][CH3:36])=[O:33])[CH:27]=[CH:26][N:25]=1.C1(P(C2C=CC=CC=2)C2C=CC=CC=2)C=CC=CC=1.N(C(OCC)=O)=NC(OCC)=O. Product: [F:1][C:2]1[CH:7]=[CH:6][C:5]([O:8][CH3:9])=[CH:4][C:3]=1[C:10]1[CH:15]=[CH:14][C:13]([O:16][CH2:23][C:24]2[CH:29]=[C:28]([CH2:30][CH2:31][C:32]([O:34][CH2:35][CH3:36])=[O:33])[CH:27]=[CH:26][N:25]=2)=[CH:12][C:11]=1[CH2:17][C:18]([CH3:21])([CH3:20])[CH3:19]. The catalyst class is: 182. (2) Reactant: [CH3:1][S:2](Cl)(=[O:4])=[O:3].[CH:6]([NH:9][C:10]1[C:11]([CH3:41])=[C:12]([C:16]2[C:28]3[C:27]4[C:22](=[CH:23][C:24]([C:29]([N:31]5[CH2:36][CH2:35][N:34]([CH3:37])[CH2:33][CH2:32]5)=[O:30])=[CH:25][CH:26]=4)[NH:21][C:20]=3[C:19]([C:38]([NH2:40])=[O:39])=[CH:18][CH:17]=2)[CH:13]=[CH:14][CH:15]=1)([CH3:8])[CH3:7].Cl. Product: [CH:6]([N:9]([C:10]1[C:11]([CH3:41])=[C:12]([C:16]2[C:28]3[C:27]4[C:22](=[CH:23][C:24]([C:29]([N:31]5[CH2:36][CH2:35][N:34]([CH3:37])[CH2:33][CH2:32]5)=[O:30])=[CH:25][CH:26]=4)[NH:21][C:20]=3[C:19]([C:38]([NH2:40])=[O:39])=[CH:18][CH:17]=2)[CH:13]=[CH:14][CH:15]=1)[S:2]([CH3:1])(=[O:4])=[O:3])([CH3:8])[CH3:7]. The catalyst class is: 858. (3) Reactant: [C:1]([C:4]#[C:5][C:6]1[CH:11]=[CH:10][C:9]([C:12]2[CH:17]=[C:16]([O:18]C)[C:15]([C:20]3[CH:25]=[CH:24][C:23]([C:26]#[C:27][C:28](=[S:30])[CH3:29])=[CH:22][CH:21]=3)=[CH:14][C:13]=2[O:31]C)=[CH:8][CH:7]=1)(=[S:3])[CH3:2].C(#N)C.C1COCC1.ClCCl. Product: [C:1]([C:4]#[C:5][C:6]1[CH:7]=[CH:8][C:9]([C:12]2[C:13](=[O:31])[CH:14]=[C:15]([C:20]3[CH:21]=[CH:22][C:23]([C:26]#[C:27][C:28](=[S:30])[CH3:29])=[CH:24][CH:25]=3)[C:16](=[O:18])[CH:17]=2)=[CH:10][CH:11]=1)(=[S:3])[CH3:2]. The catalyst class is: 6. (4) Reactant: [NH:1]1[CH2:6][CH2:5][CH:4]([O:7][C:8]2[CH:16]=[CH:15][C:11]([C:12]([NH2:14])=[O:13])=[CH:10][N:9]=2)[CH2:3][CH2:2]1.C(O[BH-](OC(=O)C)OC(=O)C)(=O)C.[Na+].[N:31]1[CH:36]=[CH:35][CH:34]=[CH:33][C:32]=1[CH:37]=O. Product: [N:31]1[CH:36]=[CH:35][CH:34]=[CH:33][C:32]=1[CH2:37][N:1]1[CH2:6][CH2:5][CH:4]([O:7][C:8]2[CH:16]=[CH:15][C:11]([C:12]([NH2:14])=[O:13])=[CH:10][N:9]=2)[CH2:3][CH2:2]1. The catalyst class is: 2. (5) Product: [CH2:27]([O:29][C:30](=[O:39])[CH2:31][N:32]1[C:36](=[O:37])/[C:35](=[CH:17]/[C:15]2[O:16][C:12]([C:8]3[CH:9]=[CH:10][CH:11]=[C:6]([Sn:5]([CH2:1][CH2:2][CH2:3][CH3:4])([CH2:23][CH2:24][CH2:25][CH3:26])[CH2:19][CH2:20][CH2:21][CH3:22])[CH:7]=3)=[CH:13][CH:14]=2)/[S:34][C:33]1=[S:38])[CH3:28]. The catalyst class is: 4. Reactant: [CH2:1]([Sn:5]([CH2:23][CH2:24][CH2:25][CH3:26])([CH2:19][CH2:20][CH2:21][CH3:22])[C:6]1[CH:7]=[C:8]([C:12]2[O:16][C:15]([CH:17]=O)=[CH:14][CH:13]=2)[CH:9]=[CH:10][CH:11]=1)[CH2:2][CH2:3][CH3:4].[CH2:27]([O:29][C:30](=[O:39])[CH2:31][N:32]1[C:36](=[O:37])[CH2:35][S:34][C:33]1=[S:38])[CH3:28].N1CCCCC1. (6) Product: [NH2:29][CH2:28][C@@H:7]([CH2:8][C:9]1[CH:10]=[N:11][C:12]([O:15][CH2:16][CH2:17][O:18][C:19]2[C:20]([Cl:27])=[CH:21][C:22]([CH3:26])=[CH:23][C:24]=2[Cl:25])=[CH:13][CH:14]=1)[C:6]([N:5]([CH2:4][C:3]1[CH:34]=[C:35]([CH2:38][CH2:39][CH2:40][O:41][CH3:42])[CH:36]=[CH:37][C:2]=1[Cl:1])[CH:31]1[CH2:32][CH2:33]1)=[O:30]. Reactant: [Cl:1][C:2]1[CH:37]=[CH:36][C:35]([CH2:38][CH2:39][CH2:40][O:41][CH3:42])=[CH:34][C:3]=1[CH2:4][N:5]([CH:31]1[CH2:33][CH2:32]1)[C:6](=[O:30])[CH:7]([C:28]#[N:29])[CH2:8][C:9]1[CH:10]=[N:11][C:12]([O:15][CH2:16][CH2:17][O:18][C:19]2[C:24]([Cl:25])=[CH:23][C:22]([CH3:26])=[CH:21][C:20]=2[Cl:27])=[CH:13][CH:14]=1.[BH4-].[Na+].C(Cl)Cl. The catalyst class is: 5. (7) Reactant: [CH2:1]([C:8]1[S:12][C:11]([NH:13][C:14](=[O:16])[CH3:15])=[N:10][C:9]=1/[CH:17]=[CH:18]\[C:19]1[CH:24]=[CH:23][C:22]([N+:25]([O-:27])=[O:26])=[CH:21][CH:20]=1)[C:2]1[CH:7]=[CH:6][CH:5]=[CH:4][CH:3]=1.[Cl:28][S:29](O)(=[O:31])=[O:30]. Product: [C:14]([NH:13][C:11]1[S:12][C:8]([CH2:1][C:2]2[CH:7]=[CH:6][C:5]([S:29]([Cl:28])(=[O:31])=[O:30])=[CH:4][CH:3]=2)=[C:9](/[CH:17]=[CH:18]/[C:19]2[CH:24]=[CH:23][C:22]([N+:25]([O-:27])=[O:26])=[CH:21][CH:20]=2)[N:10]=1)(=[O:16])[CH3:15]. The catalyst class is: 22.